This data is from Full USPTO retrosynthesis dataset with 1.9M reactions from patents (1976-2016). The task is: Predict the reactants needed to synthesize the given product. (1) The reactants are: [CH2:1]([O:3][C:4]([C:6]1[CH:7]=[C:8]2[N:13]([CH:14]=1)[CH:12]=[CH:11][C:10]([CH2:15][OH:16])=[CH:9]2)=[O:5])[CH3:2].Br[C:18]1[CH:19]=[CH:20][C:21]([CH3:24])=[N:22][CH:23]=1.C([O-])(=O)C.[K+].O. Given the product [CH2:1]([O:3][C:4]([C:6]1[CH:7]=[C:8]2[N:13]([C:14]=1[C:18]1[CH:23]=[N:22][C:21]([CH3:24])=[CH:20][CH:19]=1)[CH:12]=[CH:11][C:10]([CH2:15][OH:16])=[CH:9]2)=[O:5])[CH3:2], predict the reactants needed to synthesize it. (2) Given the product [CH3:26][O:25][C:22]1[N:21]=[C:20]([CH3:27])[C:19]([O:18][C@H:13]([C@H:10]2[CH2:11][CH2:12][NH:8][CH2:9]2)[CH2:14][CH:15]([CH3:17])[CH3:16])=[CH:24][CH:23]=1, predict the reactants needed to synthesize it. The reactants are: C([N:8]1[CH2:12][CH2:11][C@H:10]([C@@H:13]([O:18][C:19]2[C:20]([CH3:27])=[N:21][C:22]([O:25][CH3:26])=[CH:23][CH:24]=2)[CH2:14][CH:15]([CH3:17])[CH3:16])[CH2:9]1)C1C=CC=CC=1. (3) Given the product [CH3:11][N:10]1[CH2:8][CH2:2][CH2:3][CH2:4]1.[NH2:1][C@:2]([O:42][CH2:43][CH:44]=[CH2:45])([C:8]([NH:10][C@@H:11]([C:18]([NH:20][CH2:21][C:22]([NH2:24])=[O:23])=[O:19])[CH2:12][O:13][C:14]([CH3:15])([CH3:16])[CH3:17])=[O:9])[CH2:3][CH2:4][C:5](=[O:6])[OH:7], predict the reactants needed to synthesize it. The reactants are: [NH2:1][C@:2]([O:42][CH2:43][CH:44]=[CH2:45])([C:8]([NH:10][C@@H:11]([C:18]([NH:20][CH2:21][C:22]([NH:24]C(OCC1C2C(=CC=CC=2)C2C1=CC=CC=2)=O)=[O:23])=[O:19])[CH2:12][O:13][C:14]([CH3:17])([CH3:16])[CH3:15])=[O:9])[CH2:3][CH2:4][C:5](=[O:7])[OH:6]. (4) Given the product [Cl:1][C:2]1[C:3]([C:10]([F:11])([F:13])[F:12])=[N:4][N:5]([CH2:34][C:33]([N:30]2[CH2:29][CH2:28][N:27]([C:24]3[CH:25]=[CH:26][C:21]([Cl:20])=[C:22]([O:36][CH3:37])[CH:23]=3)[CH2:32][CH2:31]2)=[O:35])[C:6]=1[CH:7]([CH3:9])[CH3:8], predict the reactants needed to synthesize it. The reactants are: [Cl:1][C:2]1[C:3]([C:10]([F:13])([F:12])[F:11])=[N:4][NH:5][C:6]=1[CH:7]([CH3:9])[CH3:8].C([O-])([O-])=O.[K+].[K+].[Cl:20][C:21]1[CH:26]=[CH:25][C:24]([N:27]2[CH2:32][CH2:31][N:30]([C:33](=[O:35])[CH3:34])[CH2:29][CH2:28]2)=[CH:23][C:22]=1[O:36][CH3:37].CN(C=O)C. (5) Given the product [CH3:1][N:2]1[C:10]2[C:5](=[CH:6][CH:7]=[C:8]([NH2:11])[CH:9]=2)[CH:4]=[CH:3]1, predict the reactants needed to synthesize it. The reactants are: [CH3:1][N:2]1[C:10]2[C:5](=[CH:6][CH:7]=[C:8]([N+:11]([O-])=O)[CH:9]=2)[CH:4]=[CH:3]1.[Cl-].[NH4+]. (6) Given the product [S:1]1[C:5]2[CH:6]=[CH:7][CH:8]=[CH:9][C:4]=2[N:3]=[C:2]1[CH2:10][C@H:11]1[CH2:15][O:14][CH2:13][C@H:12]1[NH2:16], predict the reactants needed to synthesize it. The reactants are: [S:1]1[C:5]2[CH:6]=[CH:7][CH:8]=[CH:9][C:4]=2[N:3]=[C:2]1[CH2:10][C@H:11]1[CH2:15][O:14][CH2:13][C@H:12]1[N:16]1C(=O)C2C(=CC=CC=2)C1=O.O.NN. (7) Given the product [Cl:1][C:2]1[CH:22]=[CH:21][CH:20]=[CH:19][C:3]=1[O:4][C:5]1[CH2:9][N:8]([CH:10]([CH2:14][CH:15]([F:17])[F:16])[C:11]([NH:35][C:32]2[CH:33]=[CH:34][N:30]([CH2:29][C@@H:27]3[CH2:26][O:25][C:24]([CH3:36])([CH3:23])[O:28]3)[N:31]=2)=[O:13])[C:7](=[O:18])[CH:6]=1, predict the reactants needed to synthesize it. The reactants are: [Cl:1][C:2]1[CH:22]=[CH:21][CH:20]=[CH:19][C:3]=1[O:4][C:5]1[CH2:9][N:8]([CH:10]([CH2:14][CH:15]([F:17])[F:16])[C:11]([OH:13])=O)[C:7](=[O:18])[CH:6]=1.[CH3:23][C:24]1([CH3:36])[O:28][C@H:27]([CH2:29][N:30]2[CH:34]=[CH:33][C:32]([NH2:35])=[N:31]2)[CH2:26][O:25]1.C(N(CC)C(C)C)(C)C.F[P-](F)(F)(F)(F)F.N1(O[P+](N(C)C)(N(C)C)N(C)C)C2C=CC=CC=2N=N1. (8) Given the product [Cl:1][C:2]1[N:7]=[CH:6][C:5]([CH2:8][NH:10][CH2:11][CH2:12][OH:13])=[CH:4][CH:3]=1, predict the reactants needed to synthesize it. The reactants are: [Cl:1][C:2]1[N:7]=[CH:6][C:5]([CH:8]=O)=[CH:4][CH:3]=1.[NH2:10][CH2:11][CH2:12][OH:13].C(N(CC)CC)C.S([O-])([O-])(=O)=O.[Mg+2].[BH4-].[Na+]. (9) Given the product [NH2:5][C:8]1[CH:9]=[CH:10][C:11]2[S:15][N:14]=[C:13]([CH2:16][C:17]([O:19][CH2:20][CH3:21])=[O:18])[C:12]=2[CH:22]=1, predict the reactants needed to synthesize it. The reactants are: C(O)(=O)C.[N+:5]([C:8]1[CH:9]=[CH:10][C:11]2[S:15][N:14]=[C:13]([CH2:16][C:17]([O:19][CH2:20][CH3:21])=[O:18])[C:12]=2[CH:22]=1)([O-])=O.C(=O)([O-])O.[Na+].C(Cl)Cl. (10) Given the product [CH:12]1[C:21]2[C:16](=[C:17]([NH:22][C:2]([NH:1][CH2:4][CH2:5][CH2:6][CH2:7][CH2:8][CH2:9][CH2:10][CH3:11])=[O:3])[CH:18]=[CH:19][CH:20]=2)[CH:15]=[CH:14][N:13]=1, predict the reactants needed to synthesize it. The reactants are: [N:1]([CH2:4][CH2:5][CH2:6][CH2:7][CH2:8][CH2:9][CH2:10][CH3:11])=[C:2]=[O:3].[CH:12]1[C:21]2[CH:20]=[CH:19][CH:18]=[C:17]([NH2:22])[C:16]=2[CH:15]=[CH:14][N:13]=1.BrC1C=CC(CN=C=O)=CC=1.